This data is from Forward reaction prediction with 1.9M reactions from USPTO patents (1976-2016). The task is: Predict the product of the given reaction. The product is: [C:42]1([S:48]([OH:51])(=[O:50])=[O:49])[CH:47]=[CH:46][CH:45]=[CH:44][CH:43]=1.[F:1][C:2]1[CH:3]=[C:4]([NH:25][C:26]([C:28]2[C:29](=[O:41])[N:30]([C:35]3[CH:36]=[CH:37][CH:38]=[CH:39][CH:40]=3)[N:31]([CH3:34])[C:32]=2[CH3:33])=[O:27])[CH:5]=[CH:6][C:7]=1[O:8][C:9]1[C:18]2[C:13](=[CH:14][C:15]([O:19][CH2:20][C:21]([OH:24])([CH3:23])[CH3:22])=[CH:16][CH:17]=2)[N:12]=[CH:11][CH:10]=1. Given the reactants [F:1][C:2]1[CH:3]=[C:4]([NH:25][C:26]([C:28]2[C:29](=[O:41])[N:30]([C:35]3[CH:40]=[CH:39][CH:38]=[CH:37][CH:36]=3)[N:31]([CH3:34])[C:32]=2[CH3:33])=[O:27])[CH:5]=[CH:6][C:7]=1[O:8][C:9]1[C:18]2[C:13](=[CH:14][C:15]([O:19][CH2:20][C:21]([OH:24])([CH3:23])[CH3:22])=[CH:16][CH:17]=2)[N:12]=[CH:11][CH:10]=1.[C:42]1([S:48]([OH:51])(=[O:50])=[O:49])[CH:47]=[CH:46][CH:45]=[CH:44][CH:43]=1, predict the reaction product.